From a dataset of Full USPTO retrosynthesis dataset with 1.9M reactions from patents (1976-2016). Predict the reactants needed to synthesize the given product. Given the product [F:1][C:2]([F:10])([F:9])[C:3]1[N:4]=[C:5]([NH:8][C:27]([CH:16]2[C:17]3[CH:18]=[CH:19][C:20]([F:26])=[CH:21][C:22]=3[O:23][C:24]3[C:15]2=[CH:14][CH:13]=[C:12]([F:11])[CH:25]=3)=[O:28])[O:6][CH:7]=1, predict the reactants needed to synthesize it. The reactants are: [F:1][C:2]([F:10])([F:9])[C:3]1[N:4]=[C:5]([NH2:8])[O:6][CH:7]=1.[F:11][C:12]1[CH:13]=[CH:14][C:15]2[CH:16]([C:27](O)=[O:28])[C:17]3[C:22]([O:23][C:24]=2[CH:25]=1)=[CH:21][C:20]([F:26])=[CH:19][CH:18]=3.